From a dataset of Catalyst prediction with 721,799 reactions and 888 catalyst types from USPTO. Predict which catalyst facilitates the given reaction. (1) Reactant: [CH3:1][S:2]([CH2:5][CH2:6][OH:7])(=[O:4])=[O:3].C(N(CC)CC)C.[CH3:15][S:16](Cl)(=[O:18])=[O:17]. Product: [CH3:1][S:2]([CH2:5][CH2:6][O:7][S:16]([CH3:15])(=[O:18])=[O:17])(=[O:4])=[O:3]. The catalyst class is: 4. (2) Reactant: C([O:8][C:9]1[CH:10]=[C:11]([CH2:15][CH2:16][CH2:17][N:18]2[CH:22]=[CH:21][N:20]=[C:19]2[CH2:23][CH:24]([OH:27])[CH2:25][OH:26])[CH:12]=[CH:13][CH:14]=1)C1C=CC=CC=1. Product: [OH:8][C:9]1[CH:10]=[C:11]([CH2:15][CH2:16][CH2:17][N:18]2[CH:22]=[CH:21][N:20]=[C:19]2[CH2:23][CH:24]([OH:27])[CH2:25][OH:26])[CH:12]=[CH:13][CH:14]=1. The catalyst class is: 45. (3) Reactant: [Cl:1][C:2]1[C:10]([N:11]([CH3:20])[S:12]([C:15]2[S:16][CH:17]=[CH:18][CH:19]=2)(=[O:14])=[O:13])=[C:9]2[C:5]([CH:6]=[C:7]([C:21](=[S:23])[NH2:22])[NH:8]2)=[CH:4][CH:3]=1.Br[CH:25]([CH:28]=O)[CH:26]=[O:27].CN(C)C(=O)C. Product: [Cl:1][C:2]1[C:10]([N:11]([CH3:20])[S:12]([C:15]2[S:16][CH:17]=[CH:18][CH:19]=2)(=[O:14])=[O:13])=[C:9]2[C:5]([CH:6]=[C:7]([C:21]3[S:23][C:25]([CH2:26][OH:27])=[CH:28][N:22]=3)[NH:8]2)=[CH:4][CH:3]=1. The catalyst class is: 6. (4) Reactant: [N:1]#[C:2]Br.[NH:4]1[C:8]2=[N:9][CH:10]=[CH:11][CH:12]=[C:7]2[C:6]([C:13]([NH:15][NH2:16])=[O:14])=[CH:5]1.C(=O)([O-])O.[Na+]. Product: [NH:4]1[C:8]2=[N:9][CH:10]=[CH:11][CH:12]=[C:7]2[C:6]([C:13]2[O:14][C:2]([NH2:1])=[N:16][N:15]=2)=[CH:5]1. The catalyst class is: 136. (5) Reactant: Br[C:2]1[C:3]([CH3:26])=[CH:4][C:5]([CH3:25])=[C:6]([NH:8][C:9](=[O:24])[C:10]2[CH:15]=[CH:14][C:13]([O:16][CH2:17][C:18]3[CH:23]=[CH:22][CH:21]=[CH:20][N:19]=3)=[CH:12][CH:11]=2)[CH:7]=1.[B:27]1([B:27]2[O:31][C:30]([CH3:33])([CH3:32])[C:29]([CH3:35])([CH3:34])[O:28]2)[O:31][C:30]([CH3:33])([CH3:32])[C:29]([CH3:35])([CH3:34])[O:28]1.CC([O-])=O.[K+]. Product: [CH3:25][C:5]1[CH:4]=[C:3]([CH3:26])[C:2]([B:27]2[O:31][C:30]([CH3:33])([CH3:32])[C:29]([CH3:35])([CH3:34])[O:28]2)=[CH:7][C:6]=1[NH:8][C:9](=[O:24])[C:10]1[CH:15]=[CH:14][C:13]([O:16][CH2:17][C:18]2[CH:23]=[CH:22][CH:21]=[CH:20][N:19]=2)=[CH:12][CH:11]=1. The catalyst class is: 75. (6) Reactant: [OH:1][C:2]1[CH:7]=[CH:6][C:5](C23NCCN2C(=O)C2C3=CC=CC=2)=[CH:4][CH:3]=1.F[C:22]1[CH:30]=[CH:29][C:25](C(Cl)=O)=[CH:24][CH:23]=1.C1(O)C=CC=CC=1.ClCC#N.C([O-])([O-])=O.[K+].[K+]. Product: [C:22]1([O:1][C:2]2[CH:3]=[CH:4][CH:5]=[CH:6][CH:7]=2)[CH:30]=[CH:29][CH:25]=[CH:24][CH:23]=1. The catalyst class is: 21.